From a dataset of Forward reaction prediction with 1.9M reactions from USPTO patents (1976-2016). Predict the product of the given reaction. (1) Given the reactants [N:1]1[C:2]([C:17](OCC)=[O:18])=[CH:3][N:4]2[CH2:9][CH2:8][N:7]([C:10]([O:12][C:13]([CH3:16])([CH3:15])[CH3:14])=[O:11])[CH2:6][C:5]=12.[H-].[H-].[H-].[H-].[Li+].[Al+3], predict the reaction product. The product is: [OH:18][CH2:17][C:2]1[N:1]=[C:5]2[CH2:6][N:7]([C:10]([O:12][C:13]([CH3:15])([CH3:14])[CH3:16])=[O:11])[CH2:8][CH2:9][N:4]2[CH:3]=1. (2) Given the reactants [I:1][C:2]1[C:10]2[C:5](=[N:6][CH:7]=[C:8]([N:11]3[CH2:14][CH:13]([NH:15][C:16](=[O:22])[O:17][C:18]([CH3:21])([CH3:20])[CH3:19])[CH2:12]3)[CH:9]=2)[NH:4][CH:3]=1.[S:23](Cl)([C:26]1[CH:32]=[CH:31][C:29]([CH3:30])=[CH:28][CH:27]=1)(=[O:25])=[O:24].[OH-].[Na+].O, predict the reaction product. The product is: [I:1][C:2]1[C:10]2[C:5](=[N:6][CH:7]=[C:8]([N:11]3[CH2:14][CH:13]([NH:15][C:16](=[O:22])[O:17][C:18]([CH3:19])([CH3:21])[CH3:20])[CH2:12]3)[CH:9]=2)[N:4]([S:23]([C:26]2[CH:32]=[CH:31][C:29]([CH3:30])=[CH:28][CH:27]=2)(=[O:25])=[O:24])[CH:3]=1. (3) Given the reactants Cl[C:2]1[N:7]=[C:6]([N:8]2[CH2:14][CH2:13][CH2:12][N:11]([CH3:15])[CH2:10][CH2:9]2)[CH:5]=[N:4][CH:3]=1.C([O-])([O-])=O.[Cs+].[Cs+].[F:22][C:23]1[CH:24]=[C:25](B(O)O)[CH:26]=[CH:27][C:28]=1[CH:29]=[O:30], predict the reaction product. The product is: [F:22][C:23]1[CH:24]=[C:25]([C:2]2[CH:3]=[N:4][CH:5]=[C:6]([N:8]3[CH2:14][CH2:13][CH2:12][N:11]([CH3:15])[CH2:10][CH2:9]3)[N:7]=2)[CH:26]=[CH:27][C:28]=1[CH:29]=[O:30]. (4) Given the reactants [CH3:1][N:2]([CH3:19])[C:3]([C:5]1[C:6]([CH2:16][CH:17]=[CH2:18])=[C:7]([OH:15])[C:8]2[N:9]([CH:11]=[C:12]([CH3:14])[N:13]=2)[CH:10]=1)=[O:4].C(=O)([O-])[O-].[K+].[K+].[C:26](Cl)(=[O:31])[C:27]([CH3:30])([CH3:29])[CH3:28].[Cl-].[NH4+], predict the reaction product. The product is: [CH2:16]([C:6]1[C:5]([C:3](=[O:4])[N:2]([CH3:1])[CH3:19])=[CH:10][N:9]2[CH:11]=[C:12]([CH3:14])[N:13]=[C:8]2[C:7]=1[O:15][C:26](=[O:31])[C:27]([CH3:30])([CH3:29])[CH3:28])[CH:17]=[CH2:18]. (5) Given the reactants [NH2:1][C@@H:2]1[CH2:6][CH2:5][N:4]([C:7]2[N:15]=[C:14]3[C:10]([N:11]=[CH:12][N:13]3[C@@H:16]3[CH2:20][C@H:19]([N:21]4[CH:25]=[C:24]([CH2:26][OH:27])[CH:23]=[N:22]4)[C@@H:18]([OH:28])[C@H:17]3[OH:29])=[C:9]([NH:30][CH2:31][CH:32]([C:39]3[CH:44]=[CH:43][CH:42]=[CH:41][CH:40]=3)[C:33]3[CH:38]=[CH:37][CH:36]=[CH:35][CH:34]=3)[N:8]=2)[CH2:3]1.Cl.C1(C(C2C=CC=CC=2)CNC2N=C(N3CC[C@@H](N[C:70](NCC4C=CC=CN=4)=[O:71])C3)N=C3C=2N=CN3[C@@H]2C[C@H](N3N=NC(CC)=N3)[C@@H](O)[C@H]2O)C=CC=CC=1.[NH2:100][CH2:101][C:102]1[CH:107]=[CH:106][N:105]=[CH:104][CH:103]=1, predict the reaction product. The product is: [OH:29][C@@H:17]1[C@H:18]([OH:28])[C@@H:19]([N:21]2[CH:25]=[C:24]([CH2:26][OH:27])[CH:23]=[N:22]2)[CH2:20][C@H:16]1[N:13]1[CH:12]=[N:11][C:10]2[C:14]1=[N:15][C:7]([N:4]1[CH2:5][CH2:6][C@@H:2]([NH:1][C:70]([NH:100][CH2:101][C:102]3[CH:107]=[CH:106][N:105]=[CH:104][CH:103]=3)=[O:71])[CH2:3]1)=[N:8][C:9]=2[NH:30][CH2:31][CH:32]([C:39]1[CH:40]=[CH:41][CH:42]=[CH:43][CH:44]=1)[C:33]1[CH:34]=[CH:35][CH:36]=[CH:37][CH:38]=1. (6) Given the reactants [CH3:1][C:2]1[CH:3]=[C:4]([NH:8][C:9]2[S:10][CH:11]=[C:12]([C:14]3[CH:19]=[CH:18][N:17]=[CH:16][CH:15]=3)[N:13]=2)[CH:5]=[CH:6][CH:7]=1.[CH3:20][OH:21].C(Cl)Cl, predict the reaction product. The product is: [CH3:1][C:2]1[CH:3]=[C:4]([NH:8][C:9]2[S:10][C:11]([CH2:20][OH:21])=[C:12]([C:14]3[CH:19]=[CH:18][N:17]=[CH:16][CH:15]=3)[N:13]=2)[CH:5]=[CH:6][CH:7]=1. (7) Given the reactants [F:1][C:2]1[CH:7]=[CH:6][C:5]([C:8]2[O:9][C:10]3[CH:20]=[CH:19][C:18]([C:21]4[CH:22]=[C:23]([CH:27]=[CH:28][C:29]=4[CH3:30])[C:24](O)=[O:25])=[CH:17][C:11]=3[C:12]=2[C:13](=[O:16])[NH:14][CH3:15])=[CH:4][CH:3]=1.[N:31]1[CH:36]=[CH:35][CH:34]=[N:33][C:32]=1[C:37]1([NH2:40])[CH2:39][CH2:38]1.C1C=CC2N(O)N=NC=2C=1.CCN=C=NCCCN(C)C.Cl.C(N(C(C)C)CC)(C)C, predict the reaction product. The product is: [F:1][C:2]1[CH:3]=[CH:4][C:5]([C:8]2[O:9][C:10]3[CH:20]=[CH:19][C:18]([C:21]4[CH:22]=[C:23]([C:24](=[O:25])[NH:40][C:37]5([C:32]6[N:33]=[CH:34][CH:35]=[CH:36][N:31]=6)[CH2:39][CH2:38]5)[CH:27]=[CH:28][C:29]=4[CH3:30])=[CH:17][C:11]=3[C:12]=2[C:13]([NH:14][CH3:15])=[O:16])=[CH:6][CH:7]=1. (8) Given the reactants [CH3:1][O:2][C:3]([N:5]([C:31]1[CH:36]=[CH:35][CH:34]=[CH:33][CH:32]=1)[NH:6][C:7]([C:9]1[C:18]2[C:13](=[CH:14][CH:15]=[CH:16][CH:17]=2)[N:12]=[C:11]([C:19]2[CH:24]=[CH:23][CH:22]=[CH:21][CH:20]=2)[C:10]=1[O:25][CH2:26][C:27]([O:29]C)=[O:28])=[O:8])=[O:4].[OH-].[Na+].O, predict the reaction product. The product is: [CH3:1][O:2][C:3]([N:5]([C:31]1[CH:36]=[CH:35][CH:34]=[CH:33][CH:32]=1)[NH:6][C:7]([C:9]1[C:18]2[C:13](=[CH:14][CH:15]=[CH:16][CH:17]=2)[N:12]=[C:11]([C:19]2[CH:24]=[CH:23][CH:22]=[CH:21][CH:20]=2)[C:10]=1[O:25][CH2:26][C:27]([OH:29])=[O:28])=[O:8])=[O:4]. (9) Given the reactants C[O-].[Na+].[CH:4](OCC)=[O:5].[CH3:9][O:10][C:11]1[CH:12]=[C:13]2[C:17](=[CH:18][CH:19]=1)[C:16](=[O:20])[CH2:15][CH2:14]2.Cl, predict the reaction product. The product is: [OH:5][CH:4]=[C:15]1[CH2:14][C:13]2[C:17](=[CH:18][CH:19]=[C:11]([O:10][CH3:9])[CH:12]=2)[C:16]1=[O:20].